This data is from Forward reaction prediction with 1.9M reactions from USPTO patents (1976-2016). The task is: Predict the product of the given reaction. (1) Given the reactants [O:1]=[C:2]1[N:10]([CH2:11][CH2:12][CH3:13])[C:9]2[N:8]=[C:7]([C:14]34[CH2:21][CH2:20][C:17]([C:22]([OH:24])=[O:23])([CH2:18][CH2:19]3)[CH2:16][CH2:15]4)[NH:6][C:5]=2[C:4](=[O:25])[N:3]1[CH2:26][CH2:27][CH3:28].CO.[C:31]([O-])(O)=O.[Na+], predict the reaction product. The product is: [CH3:31][O:23][C:22]([C:17]12[CH2:20][CH2:21][C:14]([C:7]3[NH:6][C:5]4[C:4](=[O:25])[N:3]([CH2:26][CH2:27][CH3:28])[C:2](=[O:1])[N:10]([CH2:11][CH2:12][CH3:13])[C:9]=4[N:8]=3)([CH2:19][CH2:18]1)[CH2:15][CH2:16]2)=[O:24]. (2) Given the reactants [CH3:1][C:2]1[C:6]2[CH:7]=[CH:8][CH:9]=[CH:10][C:5]=2[O:4][C:3]=1[C:11]([OH:13])=O.C[O:15][C:16](=[O:35])[CH2:17][CH2:18][C:19]1[CH:24]=[CH:23][C:22]([O:25][C:26]2[CH:31]=[CH:30][CH:29]=[C:28]([CH2:32][NH2:33])[CH:27]=2)=[CH:21][C:20]=1[CH3:34], predict the reaction product. The product is: [CH3:34][C:20]1[CH:21]=[C:22]([O:25][C:26]2[CH:31]=[CH:30][CH:29]=[C:28]([CH2:32][NH:33][C:11]([C:3]3[O:4][C:5]4[CH:10]=[CH:9][CH:8]=[CH:7][C:6]=4[C:2]=3[CH3:1])=[O:13])[CH:27]=2)[CH:23]=[CH:24][C:19]=1[CH2:18][CH2:17][C:16]([OH:35])=[O:15]. (3) The product is: [CH3:58][C:54]1[N:43]=[C:41]([NH:40][C@:5]23[CH2:36][CH2:35][C@@H:34]([C:37]([CH3:39])=[CH2:38])[C@@H:6]2[C@@H:7]2[C@@:2]([CH3:1])([CH2:3][CH2:4]3)[C@@:19]3([CH3:20])[C@@H:10]([C@:11]4([CH3:33])[C@@H:16]([CH2:17][CH2:18]3)[C:15]([CH3:21])([CH3:22])[C:14]([C:23]3[CH:32]=[CH:31][C:26]([C:27]([O:29][CH3:30])=[O:28])=[CH:25][CH:24]=3)=[CH:13][CH2:12]4)[CH2:9][CH2:8]2)[S:42][C:55]=1[CH3:56]. Given the reactants [CH3:1][C@:2]12[C@@:19]3([CH3:20])[C@@H:10]([C@:11]4([CH3:33])[C@@H:16]([CH2:17][CH2:18]3)[C:15]([CH3:22])([CH3:21])[C:14]([C:23]3[CH:32]=[CH:31][C:26]([C:27]([O:29][CH3:30])=[O:28])=[CH:25][CH:24]=3)=[CH:13][CH2:12]4)[CH2:9][CH2:8][C@@H:7]1[C@H:6]1[C@H:34]([C:37]([CH3:39])=[CH2:38])[CH2:35][CH2:36][C@:5]1([NH:40][C:41]([NH2:43])=[S:42])[CH2:4][CH2:3]2.C(N(CC)C(C)C)(C)C.Br[CH:54]([CH3:58])[C:55](=O)[CH3:56].O, predict the reaction product. (4) The product is: [CH2:20]([O:19][C:17]([C:9]1[N:10]([CH2:34][C:35]([O:37][CH2:38][CH3:39])=[O:36])[C:11]2[C:16]([C:8]=1[NH:7][C:4]1[CH:5]=[CH:6][N:1]=[CH:2][CH:3]=1)=[CH:15][CH:14]=[CH:13][CH:12]=2)=[O:18])[CH3:21]. Given the reactants [N:1]1[CH:6]=[CH:5][C:4]([NH:7][C:8]2[C:16]3[C:11](=[CH:12][CH:13]=[CH:14][CH:15]=3)[NH:10][C:9]=2[C:17]([O:19][CH2:20][CH3:21])=[O:18])=[CH:3][CH:2]=1.CC(C)([O-])C.[K+].O1CCCC1.Br[CH2:34][C:35]([O:37][CH2:38][CH3:39])=[O:36], predict the reaction product. (5) Given the reactants [CH3:1][O:2][C:3]([CH:5]1[CH2:9][N:8]([C:10]([O:12][CH2:13][C:14]2[CH:19]=[CH:18][CH:17]=[CH:16][CH:15]=2)=[O:11])[CH:7]2[CH2:20][CH2:21][N:22]([C:23](=[O:39])[CH:24]([NH:31]C(OC(C)(C)C)=O)[CH:25]3[CH2:30][CH2:29][CH2:28][CH2:27][CH2:26]3)[CH:6]12)=[O:4].C(O)(C(F)(F)F)=O, predict the reaction product. The product is: [CH3:1][O:2][C:3]([CH:5]1[CH2:9][N:8]([C:10]([O:12][CH2:13][C:14]2[CH:15]=[CH:16][CH:17]=[CH:18][CH:19]=2)=[O:11])[CH:7]2[CH2:20][CH2:21][N:22]([C:23](=[O:39])[CH:24]([NH2:31])[CH:25]3[CH2:30][CH2:29][CH2:28][CH2:27][CH2:26]3)[CH:6]12)=[O:4]. (6) Given the reactants [F:1][C:2]1[CH:7]=[CH:6][CH:5]=[CH:4][C:3]=1[C@H:8]([O:10][C:11](=[O:26])[NH:12][C:13]1[C:14]([CH3:25])=[N:15][O:16][C:17]=1[C:18]1[CH:23]=[CH:22][C:21](Br)=[CH:20][CH:19]=1)[CH3:9].[CH2:27]([O:29][C:30](=[O:48])[CH:31]([C:33]1[CH:38]=[CH:37][C:36](B2OC(C)(C)C(C)(C)O2)=[CH:35][CH:34]=1)[CH3:32])[CH3:28], predict the reaction product. The product is: [CH2:27]([O:29][C:30](=[O:48])[CH:31]([C:33]1[CH:38]=[CH:37][C:36]([C:21]2[CH:22]=[CH:23][C:18]([C:17]3[O:16][N:15]=[C:14]([CH3:25])[C:13]=3[NH:12][C:11]([O:10][C@@H:8]([C:3]3[CH:4]=[CH:5][CH:6]=[CH:7][C:2]=3[F:1])[CH3:9])=[O:26])=[CH:19][CH:20]=2)=[CH:35][CH:34]=1)[CH3:32])[CH3:28].